Dataset: Peptide-MHC class I binding affinity with 185,985 pairs from IEDB/IMGT. Task: Regression. Given a peptide amino acid sequence and an MHC pseudo amino acid sequence, predict their binding affinity value. This is MHC class I binding data. The peptide sequence is VVMQVKVPK. The MHC is HLA-A11:01 with pseudo-sequence HLA-A11:01. The binding affinity (normalized) is 0.851.